Dataset: Forward reaction prediction with 1.9M reactions from USPTO patents (1976-2016). Task: Predict the product of the given reaction. (1) Given the reactants [NH2:1][C@H:2]([C:12]([OH:14])=[O:13])[CH2:3][CH2:4][C:5](=[O:11])[O:6][C:7]([CH3:10])([CH3:9])[CH3:8].[CH2:15](Cl)[CH2:16]Cl.C1C=CC2N(O)N=NC=2C=1, predict the reaction product. The product is: [CH2:15]([O:13][C:12](=[O:14])[CH:2]([NH2:1])[CH2:3][CH2:4][C:5]([O:6][C:7]([CH3:10])([CH3:8])[CH3:9])=[O:11])[CH3:16]. (2) The product is: [NH:26]1[C:22]([CH2:21][C:18]2[CH:19]=[CH:20][C:15]([CH2:14][OH:13])=[CH:16][CH:17]=2)=[N:23][N:24]=[N:25]1. Given the reactants [H-].[Al+3].[Li+].[H-].[H-].[H-].CCOCC.C[O:13][C:14](=O)[C:15]1[CH:20]=[CH:19][C:18]([CH2:21][C:22]2[NH:26][N:25]=[N:24][N:23]=2)=[CH:17][CH:16]=1, predict the reaction product.